Dataset: Forward reaction prediction with 1.9M reactions from USPTO patents (1976-2016). Task: Predict the product of the given reaction. (1) Given the reactants [CH2:1]([O:3][C:4](=[O:18])[CH:5]([O:15][CH2:16][CH3:17])[CH2:6][C:7]1[CH:12]=[CH:11][C:10]([OH:13])=[CH:9][C:8]=1[CH3:14])[CH3:2].Cl[CH2:20][C:21]1[N:22]=[C:23]([C:27]2[CH:32]=[CH:31][CH:30]=[CH:29][CH:28]=2)[O:24][C:25]=1[CH3:26].C(=O)([O-])[O-].[K+].[K+].[I-].[K+], predict the reaction product. The product is: [CH2:1]([O:3][C:4](=[O:18])[CH:5]([O:15][CH2:16][CH3:17])[CH2:6][C:7]1[CH:12]=[CH:11][C:10]([O:13][CH2:20][C:21]2[N:22]=[C:23]([C:27]3[CH:32]=[CH:31][CH:30]=[CH:29][CH:28]=3)[O:24][C:25]=2[CH3:26])=[CH:9][C:8]=1[CH3:14])[CH3:2]. (2) Given the reactants Cl[C:2]1[N:7]2[CH:8]=[CH:9][N:10]=[C:6]2[CH:5]=[C:4]([C:11]2[CH:16]=[CH:15][C:14]([Cl:17])=[CH:13][C:12]=2[Cl:18])[N:3]=1.[NH2:19][CH:20]([CH3:30])[CH2:21][NH:22][C:23](=[O:29])[O:24][C:25]([CH3:28])([CH3:27])[CH3:26].C(N(CC)C(C)C)(C)C, predict the reaction product. The product is: [Cl:18][C:12]1[CH:13]=[C:14]([Cl:17])[CH:15]=[CH:16][C:11]=1[C:4]1[N:3]=[C:2]([NH:19][CH:20]([CH3:30])[CH2:21][NH:22][C:23](=[O:29])[O:24][C:25]([CH3:27])([CH3:26])[CH3:28])[N:7]2[CH:8]=[CH:9][N:10]=[C:6]2[CH:5]=1. (3) Given the reactants Br[C:2]1[CH:3]=[CH:4][C:5]2[S:9][C:8]([CH:10]=[O:11])=[CH:7][C:6]=2[CH:12]=1.[CH2:13]([B-](F)(F)F)[CH2:14][CH2:15][CH3:16].[K+], predict the reaction product. The product is: [CH2:13]([C:2]1[CH:3]=[CH:4][C:5]2[S:9][C:8]([CH:10]=[O:11])=[CH:7][C:6]=2[CH:12]=1)[CH2:14][CH2:15][CH3:16]. (4) Given the reactants [CH:1]1([C:6]2([CH2:14][CH2:15][C:16]3[CH:21]=[CH:20][C:19]([C:22]4[O:23][CH:24]=[CH:25][N:26]=4)=[C:18]([CH2:27][CH3:28])[CH:17]=3)[O:11][C:10](=[O:12])[CH2:9][C:8](=[O:13])[CH2:7]2)[CH2:5][CH2:4][CH2:3][CH2:2]1.C1(C2(CCC3C=C(CC)C(O)=CC=3OCCC)OC(=O)CC(=O)C2)CCCC1.CO[CH:59]([C:61]1[N:69]=[C:64]2[N:65]=[CH:66][CH:67]=[CH:68][N:63]2[N:62]=1)O.CC1C=C(C)N2N=C(C=O)N=C2N=1, predict the reaction product. The product is: [CH:1]1([C:6]2([CH2:14][CH2:15][C:16]3[CH:21]=[CH:20][C:19]([C:22]4[O:23][CH:24]=[CH:25][N:26]=4)=[C:18]([CH2:27][CH3:28])[CH:17]=3)[O:11][C:10](=[O:12])[C:9]([CH2:59][C:61]3[N:69]=[C:64]4[N:65]=[CH:66][CH:67]=[CH:68][N:63]4[N:62]=3)=[C:8]([OH:13])[CH2:7]2)[CH2:5][CH2:4][CH2:3][CH2:2]1. (5) Given the reactants C[Si]([N-][Si](C)(C)C)(C)C.[Li+].[Cl:11][C:12]1[CH:17]=[CH:16][CH:15]=[CH:14][C:13]=1[CH:18]([O:21][Si](C)(C)C)C#N.[Br:26][C:27]1[S:31][C:30]([CH:32]=[O:33])=[CH:29][CH:28]=1, predict the reaction product. The product is: [Br:26][C:27]1[S:31][C:30]([CH:32]([OH:33])[C:18]([C:13]2[CH:14]=[CH:15][CH:16]=[CH:17][C:12]=2[Cl:11])=[O:21])=[CH:29][CH:28]=1. (6) Given the reactants C1(O[C:8]([N:10]2[CH2:14][CH2:13][C@@H:12]([NH:15][C:16]([O:18][C:19]([CH3:22])([CH3:21])[CH3:20])=[O:17])[CH2:11]2)=[O:9])C=CC=CC=1.[CH2:23]([N:30]1[CH2:34][CH2:33][C@@H:32]([NH2:35])[CH2:31]1)[C:24]1[CH:29]=[CH:28][CH:27]=[CH:26][CH:25]=1, predict the reaction product. The product is: [C:19]([O:18][C:16](=[O:17])[NH:15][C@@H:12]1[CH2:13][CH2:14][N:10]([C:8](=[O:9])[NH:35][C@@H:32]2[CH2:33][CH2:34][N:30]([CH2:23][C:24]3[CH:29]=[CH:28][CH:27]=[CH:26][CH:25]=3)[CH2:31]2)[CH2:11]1)([CH3:20])([CH3:21])[CH3:22]. (7) The product is: [NH2:1][C:2]1[N:7]=[CH:6][N:5]=[C:4]2[N:8]([CH:24]3[CH2:29][CH2:28][CH2:27][N:26]([C:30]([C:31](=[CH:38][C:37]4[CH:40]=[CH:41][CH:42]=[CH:43][C:36]=4[Cl:35])[C:32]#[N:33])=[O:34])[CH2:25]3)[N:9]=[C:10]([C:11]3[CH:12]=[CH:13][C:14]([O:17][C:18]4[CH:19]=[CH:20][CH:21]=[CH:22][CH:23]=4)=[CH:15][CH:16]=3)[C:3]=12. Given the reactants [NH2:1][C:2]1[N:7]=[CH:6][N:5]=[C:4]2[N:8]([CH:24]3[CH2:29][CH2:28][CH2:27][N:26]([C:30](=[O:34])[CH2:31][C:32]#[N:33])[CH2:25]3)[N:9]=[C:10]([C:11]3[CH:16]=[CH:15][C:14]([O:17][C:18]4[CH:23]=[CH:22][CH:21]=[CH:20][CH:19]=4)=[CH:13][CH:12]=3)[C:3]=12.[Cl:35][C:36]1[CH:43]=[CH:42][CH:41]=[CH:40][C:37]=1[CH:38]=O.C1CCN2C(=NCCC2)CC1, predict the reaction product. (8) Given the reactants C(OC(N1CCCC1C1NC(C2C=CC([O:24][C:25]3[CH:30]=[CH:29][C:28]([C:31]4[NH:32][C:33]([CH:36]5[CH2:40][CH2:39][CH2:38][N:37]5[C:41]([O:43][C:44]([CH3:47])([CH3:46])[CH3:45])=[O:42])=[N:34][CH:35]=4)=[CH:27][CH:26]=3)=CC=2)=CN=1)=O)(C)(C)C.[C:86]([N:82]1[CH2:83][CH2:84][CH2:85][CH:81]1[C:79](OCC(C1C=C(C=CC=1)OC1C=CC(C(=O)CO[C:79]([CH:81]2[CH2:85][CH2:84][CH2:83][N:82]2[C:86]([O:88][C:89]([CH3:92])([CH3:91])[CH3:90])=[O:87])=O)=CC=1)=O)=O)([O:88][C:89]([CH3:91])([CH3:90])[CH3:92])=[O:87], predict the reaction product. The product is: [C:44]([O:43][C:41]([N:37]1[CH2:38][CH2:39][CH2:40][CH:36]1[C:33]1[NH:32][C:31]([C:28]2[CH:29]=[CH:30][C:25]([O:24][C:26]3[CH:25]=[CH:30][CH:29]=[C:28]([C:31]4[NH:32][C:79]([CH:81]5[CH2:85][CH2:84][CH2:83][N:82]5[C:86]([O:88][C:89]([CH3:90])([CH3:91])[CH3:92])=[O:87])=[N:34][CH:35]=4)[CH:27]=3)=[CH:26][CH:27]=2)=[CH:35][N:34]=1)=[O:42])([CH3:47])([CH3:46])[CH3:45]. (9) The product is: [NH2:18][C:13]1[CH:12]=[C:11]2[C:16](=[CH:15][C:14]=1[F:17])[N:8]([CH2:7][C@@H:5]1[CH2:4][O:3][C:2]([CH3:1])([CH3:27])[O:6]1)[C:9]([C:21]([CH3:26])([CH3:25])[CH2:22][CH2:23][OH:24])=[CH:10]2. Given the reactants [CH3:1][C:2]1([CH3:27])[O:6][C@H:5]([CH2:7][N:8]2[C:16]3[C:11](=[CH:12][C:13]([N+:18]([O-])=O)=[C:14]([F:17])[CH:15]=3)[CH:10]=[C:9]2[C:21]([CH3:26])([CH3:25])[CH2:22][CH2:23][OH:24])[CH2:4][O:3]1.FC1C=C2C(C=C(C(C)(C)CCO)N2)=CC=1[N+]([O-])=O.C([O-])=O.[NH4+], predict the reaction product. (10) Given the reactants [C:1]([OH:8])(=[O:7])[CH2:2][CH2:3][C:4]([OH:6])=[O:5].[C:9]([O:12][CH:13](Br)[CH2:14][CH3:15])(=[O:11])[CH3:10].C(N([CH:23]([CH3:25])[CH3:24])CC)(C)C, predict the reaction product. The product is: [C:9]([O:12][CH:13]([O:5][C:4](=[O:6])[CH2:3][CH2:2][C:1]([O:8][CH:25]([O:6][C:4](=[O:5])[CH3:3])[CH2:23][CH3:24])=[O:7])[CH2:14][CH3:15])(=[O:11])[CH3:10].